Predict the product of the given reaction. From a dataset of Forward reaction prediction with 1.9M reactions from USPTO patents (1976-2016). (1) Given the reactants O=[C:2]1[C:11]2[N:10]=[CH:9][CH:8]=[CH:7][C:6]=2[CH2:5][CH2:4][CH:3]1[CH2:12][CH2:13][C:14]#[N:15], predict the reaction product. The product is: [NH:15]1[CH:2]2[CH:3]([CH2:4][CH2:5][C:6]3[C:11]2=[N:10][CH:9]=[CH:8][CH:7]=3)[CH2:12][CH2:13][CH2:14]1. (2) Given the reactants [CH:1]1[C:10]2[C:5](=[CH:6][CH:7]=[CH:8][CH:9]=2)[CH:4]=[C:3]([C:11]2[O:12][C:13]3[C:18]([C:19](=O)[C:20]=2[CH3:21])=[CH:17][CH:16]=[CH:15][CH:14]=3)[N:2]=1.Cl.[NH2:24][OH:25].Cl, predict the reaction product. The product is: [CH:1]1[C:10]2[C:5](=[CH:6][CH:7]=[CH:8][CH:9]=2)[CH:4]=[C:3]([C:11]2[O:12][C:13]3[C:18]([C:19](=[N:24][OH:25])[C:20]=2[CH3:21])=[CH:17][CH:16]=[CH:15][CH:14]=3)[N:2]=1. (3) Given the reactants [CH3:1][O:2][C:3]1[CH:8]=[CH:7][C:6]([C@@H:9]2[C@@H:14]([O:15][CH2:16][C:17]3[CH:18]=[CH:19][C:20]4[O:25][CH2:24][CH2:23][N:22]([CH2:26][CH2:27][CH2:28][O:29][CH3:30])[C:21]=4[CH:31]=3)[CH2:13][N:12]([S:32]([C:35]3[CH:40]=[CH:39][C:38]([CH3:41])=[CH:37][CH:36]=3)(=[O:34])=[O:33])[C@H:11]([CH2:42][C:43]([CH3:48])([CH3:47])[C:44](O)=[O:45])[CH2:10]2)=[CH:5][CH:4]=1.[CH3:49][O:50][CH2:51][CH2:52][NH2:53], predict the reaction product. The product is: [CH3:49][O:50][CH2:51][CH2:52][NH:53][C:44](=[O:45])[C:43]([CH3:47])([CH3:48])[CH2:42][C@@H:11]1[CH2:10][C@H:9]([C:6]2[CH:7]=[CH:8][C:3]([O:2][CH3:1])=[CH:4][CH:5]=2)[C@@H:14]([O:15][CH2:16][C:17]2[CH:18]=[CH:19][C:20]3[O:25][CH2:24][CH2:23][N:22]([CH2:26][CH2:27][CH2:28][O:29][CH3:30])[C:21]=3[CH:31]=2)[CH2:13][N:12]1[S:32]([C:35]1[CH:40]=[CH:39][C:38]([CH3:41])=[CH:37][CH:36]=1)(=[O:33])=[O:34]. (4) Given the reactants [OH:1][C:2]([CH3:21])([CH3:20])[C@@H:3]([NH:5][C:6]([C:8]1[C:16]2[C:11](=[N:12][CH:13]=[C:14]([C:17]([CH3:19])=[CH2:18])[N:15]=2)[NH:10][CH:9]=1)=[O:7])[CH3:4], predict the reaction product. The product is: [OH:1][C:2]([CH3:20])([CH3:21])[C@@H:3]([NH:5][C:6]([C:8]1[C:16]2[C:11](=[N:12][CH:13]=[C:14]([CH:17]([CH3:18])[CH3:19])[N:15]=2)[NH:10][CH:9]=1)=[O:7])[CH3:4]. (5) Given the reactants ON1C2C=CC=CC=2N=N1.[Cl:11][C:12]1[CH:13]=[C:14]([CH:18]=[CH:19][C:20]=1[C:21]([O:23][CH3:24])=[O:22])[C:15]([OH:17])=O.[C:25]1([C@H:35]([NH2:37])[CH3:36])[C:34]2[C:29](=[CH:30][CH:31]=[CH:32][CH:33]=2)[CH:28]=[CH:27][CH:26]=1, predict the reaction product. The product is: [CH3:24][O:23][C:21](=[O:22])[C:20]1[CH:19]=[CH:18][C:14]([C:15]([NH:37][C@@H:35]([C:25]2[C:34]3[C:29](=[CH:30][CH:31]=[CH:32][CH:33]=3)[CH:28]=[CH:27][CH:26]=2)[CH3:36])=[O:17])=[CH:13][C:12]=1[Cl:11]. (6) Given the reactants [NH2:1][C:2]1[CH:3]=[C:4]([CH:9]=[C:10](Br)[CH:11]=1)[C:5]([O:7][CH3:8])=[O:6].[CH3:13][C:14]1[C:18](B(O)O)=[C:17]([CH3:22])[O:16][N:15]=1.P([O-])([O-])([O-])=O.[K+].[K+].[K+], predict the reaction product. The product is: [NH2:1][C:2]1[CH:3]=[C:4]([CH:9]=[C:10]([C:18]2[C:14]([CH3:13])=[N:15][O:16][C:17]=2[CH3:22])[CH:11]=1)[C:5]([O:7][CH3:8])=[O:6]. (7) Given the reactants [Cl:1][C:2]1[S:6][CH:5]=[C:4]([C:7]2[N:8]=[C:9]([NH2:12])[S:10][CH:11]=2)[CH:3]=1.ClCCl.C(N(C(C)C)CC)(C)C.[F:25][C:26]([F:37])([F:36])[C:27](O[C:27](=[O:28])[C:26]([F:37])([F:36])[F:25])=[O:28], predict the reaction product. The product is: [Cl:1][C:2]1[S:6][CH:5]=[C:4]([C:7]2[N:8]=[C:9]([NH:12][C:27](=[O:28])[C:26]([F:37])([F:36])[F:25])[S:10][CH:11]=2)[CH:3]=1.